This data is from Forward reaction prediction with 1.9M reactions from USPTO patents (1976-2016). The task is: Predict the product of the given reaction. (1) Given the reactants FC(F)(F)C(O)=O.FC(F)(F)C(O)=O.[NH2:15][CH2:16][C@H:17]1[CH2:22][CH2:21][C@H:20]([N:23]2[C:27]3=[C:28]4[S:34][CH:33]=[CH:32][C:29]4=[N:30][CH:31]=[C:26]3[N:25]=[C:24]2[C@H:35]([OH:37])[CH3:36])[CH2:19][CH2:18]1.C(N(CC)CC)C.Cl[C:46]([O:48][CH2:49][CH3:50])=[O:47], predict the reaction product. The product is: [OH:37][C@@H:35]([C:24]1[N:23]([C@H:20]2[CH2:21][CH2:22][C@H:17]([CH2:16][NH:15][C:46](=[O:47])[O:48][CH2:49][CH3:50])[CH2:18][CH2:19]2)[C:27]2=[C:28]3[S:34][CH:33]=[CH:32][C:29]3=[N:30][CH:31]=[C:26]2[N:25]=1)[CH3:36]. (2) Given the reactants [NH2:1][C:2]1[CH:3]=[C:4]([CH:14]=[CH:15][C:16]=1[O:17][CH3:18])[C:5]([NH:7][C:8]1[CH:13]=[CH:12][CH:11]=[CH:10][CH:9]=1)=[O:6].[CH3:19][O:20][C:21]1[CH:22]=[C:23]([N:29]=[C:30]=[S:31])[CH:24]=[CH:25][C:26]=1[O:27][CH3:28], predict the reaction product. The product is: [CH3:19][O:20][C:21]1[CH:22]=[C:23]([NH:29][C:30](=[S:31])[NH:1][C:2]2[CH:3]=[C:4]([CH:14]=[CH:15][C:16]=2[O:17][CH3:18])[C:5]([NH:7][C:8]2[CH:13]=[CH:12][CH:11]=[CH:10][CH:9]=2)=[O:6])[CH:24]=[CH:25][C:26]=1[O:27][CH3:28]. (3) Given the reactants [C:1]1([CH:7]([CH2:20][N:21]2CCCC2)[CH2:8][N:9]2[C:17](=O)[C:16]3[C:11](=CC=CC=3)[C:10]2=O)[CH:6]=[CH:5][CH:4]=[CH:3][CH:2]=1.O.NN, predict the reaction product. The product is: [C:1]1([CH:7]([CH2:8][N:9]2[CH2:17][CH2:16][CH2:11][CH2:10]2)[CH2:20][NH2:21])[CH:2]=[CH:3][CH:4]=[CH:5][CH:6]=1. (4) Given the reactants Br[C:2]1[C:10]2[C:9]3[CH:11]=[CH:12][CH:13]=[CH:14][C:8]=3[O:7][C:6]=2[CH:5]=[C:4](Br)[C:3]=1[NH2:16].[CH3:17][C:18]1(C)[C:22](C)(C)OB(C(C)=C)O1.[CH:29]1(P(C2CCCCC2)C2C=CC=CC=2C2C(OC)=CC=CC=2OC)[CH2:34]CCC[CH2:30]1.C(=O)C1C=CC=CC=1.O.P([O-])([O-])([O-])=O.[K+].[K+].[K+], predict the reaction product. The product is: [CH2:17]=[C:18]([C:2]1[C:10]2[C:9]3[CH:11]=[CH:12][CH:13]=[CH:14][C:8]=3[O:7][C:6]=2[CH:5]=[C:4]([C:29]([CH3:34])=[CH2:30])[C:3]=1[NH2:16])[CH3:22]. (5) Given the reactants [NH2:1][C:2]1[CH:3]=[C:4]2[C:8](=[CH:9][CH:10]=1)[NH:7][CH:6]=[C:5]2[CH:11]1[CH2:16][CH2:15][N:14]([C:17]([O:19]C(C)(C)C)=O)[CH2:13][CH2:12]1.C(=O)([O-])ON1C(=O)CC(C[CH:33]2[C:45]3C=CC=C[C:40]=3[C:39]3[C:34]2=CC=CC=3)C1=O.C(N(C(C)C)C(C)C)C.Cl.C1(C(O)=O)CCCC1.F[B-](F)(F)F.N1(OC(N(C)C)=[N+](C)C)C2C=CC=CC=2N=N1.N1CCCCC1, predict the reaction product. The product is: [NH2:1][C:2]1[CH:3]=[C:4]2[C:8](=[CH:9][CH:10]=1)[NH:7][CH:6]=[C:5]2[CH:11]1[CH2:12][CH2:13][N:14]([C:17]([CH:33]2[CH2:45][CH2:40][CH2:39][CH2:34]2)=[O:19])[CH2:15][CH2:16]1.